From a dataset of KCNQ2 potassium channel screen with 302,405 compounds. Binary Classification. Given a drug SMILES string, predict its activity (active/inactive) in a high-throughput screening assay against a specified biological target. (1) The result is 0 (inactive). The drug is O=C(NCCc1n(Cc2cc(ccc2)C)c2c(n1)cccc2)C. (2) The compound is O(C(C)C)C(=O)c1[nH]c2c(c1)cccc2. The result is 0 (inactive).